Dataset: Peptide-MHC class II binding affinity with 134,281 pairs from IEDB. Task: Regression. Given a peptide amino acid sequence and an MHC pseudo amino acid sequence, predict their binding affinity value. This is MHC class II binding data. The peptide sequence is RRTGNIQIRLPWYSY. The MHC is DRB5_0101 with pseudo-sequence DRB5_0101. The binding affinity (normalized) is 0.115.